Dataset: Experimentally validated miRNA-target interactions with 360,000+ pairs, plus equal number of negative samples. Task: Binary Classification. Given a miRNA mature sequence and a target amino acid sequence, predict their likelihood of interaction. The miRNA is mmu-miR-301a-3p with sequence CAGUGCAAUAGUAUUGUCAAAGC. The protein sequence of the target gene is MKLADSVMAGKASDGSIKWQLCYDISARTWWMDEFHPFIEALLPHVRAFAYTWFNLQARKRKYFKKHEKRMSKEEERAVKDELLSEKPEVKQKWASRLLAKLRKDIRPEYREDFVLTVTGKKPPCCVLSNPDQKGKMRRIDCLRQADKVWRLDLVMVILFKGIPLESTDGERLVKSPQCSNPGLCVQPHHIGVSVKELDLYLAYFVHAADSSQSESPSQPSEADIKDQPENGHLGFQDSFVTSGVFSVTELVRVSQTPIAAGTGPNFSLSDLESSSYYSMSPGAMRRSLPSTSSTSSTKR.... Result: 1 (interaction).